From a dataset of Catalyst prediction with 721,799 reactions and 888 catalyst types from USPTO. Predict which catalyst facilitates the given reaction. (1) Reactant: [Cl-].[Cl-].[CH2:3]([C:7]1[N:8]=[N:9][C:10]([O:26][CH2:27][CH:28]2[C:33]([F:35])([F:34])[CH2:32][CH2:31][NH:30][CH2:29]2)=[CH:11][C:12]=1[C:13]1[CH:18]=[CH:17][C:16]([O:19][CH:20]2[CH2:25][CH2:24][CH2:23][CH2:22][CH2:21]2)=[CH:15][CH:14]=1)[CH2:4][CH2:5][CH3:6].C=O.[C:38](O[BH-](OC(=O)C)OC(=O)C)(=O)C.[Na+]. Product: [CH2:3]([C:7]1[N:8]=[N:9][C:10]([O:26][CH2:27][CH:28]2[C:33]([F:35])([F:34])[CH2:32][CH2:31][N:30]([CH3:38])[CH2:29]2)=[CH:11][C:12]=1[C:13]1[CH:18]=[CH:17][C:16]([O:19][CH:20]2[CH2:21][CH2:22][CH2:23][CH2:24][CH2:25]2)=[CH:15][CH:14]=1)[CH2:4][CH2:5][CH3:6]. The catalyst class is: 699. (2) Reactant: [NH2:1][C:2]1[CH:3]=[C:4]2[C:9](=[C:10]([Cl:12])[CH:11]=1)[N:8]=[CH:7][C:6]([C:13]#[N:14])=[C:5]2[NH:15][C:16]1[CH:21]=[CH:20][C:19]([F:22])=[C:18]([Cl:23])[CH:17]=1.[CH3:24][S:25]([C:28]1[CH:35]=[CH:34][C:31]([CH:32]=O)=[CH:30][CH:29]=1)(=[O:27])=[O:26].[BH3-]C#N.[Na+]. Product: [CH3:24][S:25]([C:28]1[CH:35]=[CH:34][C:31]([CH2:32][NH:1][C:2]2[CH:3]=[C:4]3[C:9](=[C:10]([Cl:12])[CH:11]=2)[N:8]=[CH:7][C:6]([C:13]#[N:14])=[C:5]3[NH:15][C:16]2[CH:21]=[CH:20][C:19]([F:22])=[C:18]([Cl:23])[CH:17]=2)=[CH:30][CH:29]=1)(=[O:26])=[O:27]. The catalyst class is: 14. (3) Reactant: [CH3:1][CH:2]1[CH2:7][NH:6][CH2:5][CH2:4][NH:3]1.[F:8][C:9]1[CH:16]=[CH:15][C:12]([CH2:13]Br)=[CH:11][CH:10]=1. Product: [F:8][C:9]1[CH:16]=[CH:15][C:12]([CH2:13][N:6]2[CH2:5][CH2:4][NH:3][CH:2]([CH3:1])[CH2:7]2)=[CH:11][CH:10]=1. The catalyst class is: 2. (4) Reactant: [NH:1]1[CH2:6][CH2:5][CH2:4][CH2:3][CH:2]1[CH2:7][CH2:8][NH:9][C:10]1[S:11][C:12]([C:15]([C:17]2[CH:22]=[CH:21][CH:20]=[CH:19][C:18]=2[CH3:23])=[O:16])=[CH:13][N:14]=1.Cl.[S:25]1[CH:29]=[CH:28][C:27]([S:30](Cl)(=[O:32])=[O:31])=[CH:26]1.CCN(CC)CC. Product: [S:25]1[CH:29]=[CH:28][C:27]([S:30]([N:1]2[CH2:6][CH2:5][CH2:4][CH2:3][CH:2]2[CH2:7][CH2:8][NH:9][C:10]2[S:11][C:12]([C:15]([C:17]3[CH:22]=[CH:21][CH:20]=[CH:19][C:18]=3[CH3:23])=[O:16])=[CH:13][N:14]=2)(=[O:32])=[O:31])=[CH:26]1. The catalyst class is: 61. (5) Reactant: [C:1]([C:3]1[C:4]([C:20]([F:23])([F:22])[F:21])=[C:5]2[C:9](=[CH:10][CH:11]=1)[N:8]([CH2:12][C:13](=[NH:16])[NH:14][OH:15])[C:7]([CH2:17][CH2:18][CH3:19])=[CH:6]2)#[N:2].Cl.[Cl:25][C:26]1[CH:31]=[CH:30][N:29]=[CH:28][C:27]=1[C:32](Cl)=O.C(N(CC)CC)C. Product: [Cl:25][C:26]1[CH:31]=[CH:30][N:29]=[CH:28][C:27]=1[C:32]1[O:15][N:14]=[C:13]([CH2:12][N:8]2[C:9]3[C:5](=[C:4]([C:20]([F:22])([F:23])[F:21])[C:3]([C:1]#[N:2])=[CH:11][CH:10]=3)[CH:6]=[C:7]2[CH2:17][CH2:18][CH3:19])[N:16]=1. The catalyst class is: 10. (6) Reactant: O[CH2:2][CH:3]1[CH2:8][CH2:7][CH2:6][N:5]([C:9](=[O:13])[CH2:10][CH2:11][CH3:12])[CH2:4]1.O=S(Cl)[Cl:16]. Product: [Cl:16][CH2:2][CH:3]1[CH2:8][CH2:7][CH2:6][N:5]([C:9](=[O:13])[CH2:10][CH2:11][CH3:12])[CH2:4]1. The catalyst class is: 22.